From a dataset of Experimentally validated miRNA-target interactions with 360,000+ pairs, plus equal number of negative samples. Binary Classification. Given a miRNA mature sequence and a target amino acid sequence, predict their likelihood of interaction. (1) The miRNA is hsa-miR-4260 with sequence CUUGGGGCAUGGAGUCCCA. The protein sequence of the target gene is MAAVVAATALKGRGARNARVLRGILSGATANKASQNRTRALQSHSSPECKEEPEPLSPELEYIPRKRGKNPMKAVGLAWYSLYTRTWLGYLFYRQQLRRARNRYPKGHSKTQPRLFNGVKVLPIPVLSDNYSYLIIDTQAGLAVAVDPSDPRAVQASIEKERVNLVAILCTHKHWDHSGGNRDLSRRHRDCRVYGSPQDGIPYLTHPLCHQDVVSVGRLQIRALATPGHTQGHLVYLLDGEPYKGPSCLFSGDLLFLSGCGRTFEGTAETMLSSLDTVLDLGDDTLLWPGHEYAEENLGF.... Result: 0 (no interaction). (2) The miRNA is hsa-miR-34b-3p with sequence CAAUCACUAACUCCACUGCCAU. The protein sequence of the target gene is MAVVIRLQGLPIVAGTMDIRHFFSGLTIPDGGVHIVGGELGEAFIVFATDEDARLGMMRTGGTIKGSKVTLLLSSKTEMQNMIELSRRRFETANLDIPPANASRSGPPPSSGMSSRVNLPTTVSNFNNPSPSVVTATTSVHESNKNIQTFSTASVGTAPPNMGASFGSPTFSSTVPSTASPMNTVPPPPIPPIPAMPSLPPMPSIPPIPVPPPVPTLPPVPPVPPIPPVPSVPPMTPLPPMSGMPPLNPPPVAPLPAGMNGSGAPMNLNNNLNPMFLGPLNPVNPIQMNSQSSVKPLPIN.... Result: 1 (interaction). (3) The miRNA is hsa-miR-4731-3p with sequence CACACAAGUGGCCCCCAACACU. The protein sequence of the target gene is METNFSIPLNETEEVLPEPAGHTVLWIFSLLVHGVTFVFGVLGNGLVIWVAGFRMTRTVNTICYLNLALADFSFSAILPFRMVSVAMREKWPFGSFLCKLVHVMIDINLFVSVYLITIIALDRCICVLHPAWAQNHRTMSLAKRVMTGLWIFTIVLTLPNFIFWTTISTTNGDTYCIFNFAFWGDTAVERLNVFITMAKVFLILHFIIGFSVPMSIITVCYGIIAAKIHRNHMIKSSRPLRVFAAVVASFFICWFPYELIGILMAVWLKEMLLNGKYKIILVLINPTSSLAFFNSCLNPI.... Result: 0 (no interaction). (4) The miRNA is mmu-miR-362-3p with sequence AACACACCUGUUCAAGGAUUCA. The protein sequence of the target gene is MSSSEEADLLRLEEVFSTTLARTISLILQPLLLADPEPSDPCGKECLRLLQQLHESAQRLWYVTEQSLLSLRQRLYHPPSKGLEAVLLLSNADHVLQAHMEYIKSYTDCVVAQAFQKVSKKRSEFWRSQRKALRQLLSSGSSEGSVGTTMCQALRQPLSQHVQKYLLLLLSLRDTLDESHPAQELVMHAITLFGNLQSFMGQALDQAVATQALWHSLSSRLRDVLCSPAHRLLQDSQDIPVVVTPLRAERVLLFDDSLVLLQGHNTHTFDLKLVWVKPGQDKCVLHILTPEEEISFCTRD.... Result: 1 (interaction). (5) The miRNA is hsa-miR-107 with sequence AGCAGCAUUGUACAGGGCUAUCA. The protein sequence of the target gene is MDSGTEEYELNGGLPPGTPGSPDASPARWGWRHGPINVNHYASKKSAAESMLDIALLMANASQLKAVVEQGPSFAFYVPLVVLISISLVLQIGVGVLLIFLVKYDLNNPAKHAKLDFLNNLATGLVFIIVVVNIFITAFGVQKPLMDMAPQQ. Result: 1 (interaction).